This data is from Full USPTO retrosynthesis dataset with 1.9M reactions from patents (1976-2016). The task is: Predict the reactants needed to synthesize the given product. (1) Given the product [OH:46][NH:47][C:17]([C:10]1[C:9]([NH:8][C:5]2[CH:6]=[CH:7][C:2]([Br:1])=[CH:3][C:4]=2[CH3:20])=[CH:14][C:13](=[O:15])[N:12]([CH3:16])[CH:11]=1)=[O:18], predict the reactants needed to synthesize it. The reactants are: [Br:1][C:2]1[CH:7]=[CH:6][C:5]([NH:8][C:9]2[C:10]([C:17](O)=[O:18])=[CH:11][N:12]([CH3:16])[C:13](=[O:15])[CH:14]=2)=[C:4]([CH3:20])[CH:3]=1.CCN(C(C)C)C(C)C.C1CN([P+]([O:46][N:47]2N=NC3C=CC=CC2=3)(N2CCCC2)N2CCCC2)CC1.F[P-](F)(F)(F)(F)F.Cl.NO. (2) Given the product [CH3:17][C:4]1[CH:5]=[C:6]([C:20]([C:22]([F:25])([F:24])[F:23])=[CH2:21])[CH:7]=[C:2]([CH3:1])[C:3]=1[NH2:18], predict the reactants needed to synthesize it. The reactants are: [CH3:1][C:2]1[CH:7]=[C:6](B2OC(C)(C)C(C)(C)O2)[CH:5]=[C:4]([CH3:17])[C:3]=1[NH2:18].Br[C:20]([C:22]([F:25])([F:24])[F:23])=[CH2:21].C1(P(C2C=CC=CC=2)C2C=CC=CC=2)C=CC=CC=1.[OH-].[Na+].